From a dataset of Merck oncology drug combination screen with 23,052 pairs across 39 cell lines. Regression. Given two drug SMILES strings and cell line genomic features, predict the synergy score measuring deviation from expected non-interaction effect. (1) Drug 1: COc1cc(C2c3cc4c(cc3C(OC3OC5COC(C)OC5C(O)C3O)C3COC(=O)C23)OCO4)cc(OC)c1O. Drug 2: Cn1c(=O)n(-c2ccc(C(C)(C)C#N)cc2)c2c3cc(-c4cnc5ccccc5c4)ccc3ncc21. Cell line: SKMES1. Synergy scores: synergy=6.06. (2) Drug 1: N#Cc1ccc(Cn2cncc2CN2CCN(c3cccc(Cl)c3)C(=O)C2)cc1. Drug 2: Cn1c(=O)n(-c2ccc(C(C)(C)C#N)cc2)c2c3cc(-c4cnc5ccccc5c4)ccc3ncc21. Cell line: HT144. Synergy scores: synergy=36.0. (3) Drug 1: O=P1(N(CCCl)CCCl)NCCCO1. Drug 2: O=C(O)C1(Cc2cccc(Nc3nccs3)n2)CCC(Oc2cccc(Cl)c2F)CC1. Cell line: MSTO. Synergy scores: synergy=6.68. (4) Drug 1: CS(=O)(=O)CCNCc1ccc(-c2ccc3ncnc(Nc4ccc(OCc5cccc(F)c5)c(Cl)c4)c3c2)o1. Drug 2: Cn1cc(-c2cnn3c(N)c(Br)c(C4CCCNC4)nc23)cn1. Cell line: CAOV3. Synergy scores: synergy=70.4. (5) Drug 1: O=P1(N(CCCl)CCCl)NCCCO1. Drug 2: C=CCn1c(=O)c2cnc(Nc3ccc(N4CCN(C)CC4)cc3)nc2n1-c1cccc(C(C)(C)O)n1. Cell line: HT144. Synergy scores: synergy=4.33. (6) Drug 1: NC1(c2ccc(-c3nc4ccn5c(=O)[nH]nc5c4cc3-c3ccccc3)cc2)CCC1. Drug 2: C#Cc1cccc(Nc2ncnc3cc(OCCOC)c(OCCOC)cc23)c1. Cell line: HT29. Synergy scores: synergy=57.3.